Dataset: Forward reaction prediction with 1.9M reactions from USPTO patents (1976-2016). Task: Predict the product of the given reaction. (1) Given the reactants [C:1]([O:5][C:6]([N:8]1[CH2:13][CH2:12][CH:11]([NH2:14])[CH2:10][CH2:9]1)=[O:7])([CH3:4])([CH3:3])[CH3:2].Cl[C:16]1[CH:21]=[CH:20][C:19]([N+:22]([O-:24])=[O:23])=[CH:18][N:17]=1.C(N(CC)CC)C.Cl, predict the reaction product. The product is: [C:1]([O:5][C:6]([N:8]1[CH2:13][CH2:12][CH:11]([NH:14][C:16]2[CH:21]=[CH:20][C:19]([N+:22]([O-:24])=[O:23])=[CH:18][N:17]=2)[CH2:10][CH2:9]1)=[O:7])([CH3:4])([CH3:2])[CH3:3]. (2) Given the reactants [Cl:1][C:2]1[CH:7]=[CH:6][C:5]([C@:8]2([O:17][C@H:16]([CH2:18][OH:19])[C@@H:14]([OH:15])[C@H:12]([OH:13])[C@H:10]2[OH:11])[OH:9])=[CH:4][C:3]=1[CH2:20][C:21]1[CH:26]=[CH:25][C:24]([C:27]#[CH:28])=[CH:23][CH:22]=1.I[C:30]1[CH:31]=[N:32][N:33]([CH3:35])[CH:34]=1, predict the reaction product. The product is: [Cl:1][C:2]1[CH:7]=[CH:6][C:5]([C@:8]2([O:17][C@H:16]([CH2:18][OH:19])[C@@H:14]([OH:15])[C@H:12]([OH:13])[C@H:10]2[OH:11])[OH:9])=[CH:4][C:3]=1[CH2:20][C:21]1[CH:22]=[CH:23][C:24]([C:27]#[C:28][C:30]2[CH:31]=[N:32][N:33]([CH3:35])[CH:34]=2)=[CH:25][CH:26]=1. (3) Given the reactants [CH3:1][O:2][C:3]1[CH:8]=[CH:7][CH:6]=[CH:5][C:4]=1[N:9]1[CH2:14][CH2:13][C:12]([CH2:23][OH:24])([C:15]2[CH:20]=[CH:19][CH:18]=[C:17]([O:21][CH3:22])[CH:16]=2)[CH2:11][CH2:10]1.[CH2:25]([N:32]=[C:33]=[O:34])[C:26]1[CH:31]=[CH:30][CH:29]=[CH:28][CH:27]=1, predict the reaction product. The product is: [CH2:25]([NH:32][C:33](=[O:34])[O:24][CH2:23][C:12]1([C:15]2[CH:20]=[CH:19][CH:18]=[C:17]([O:21][CH3:22])[CH:16]=2)[CH2:13][CH2:14][N:9]([C:4]2[CH:5]=[CH:6][CH:7]=[CH:8][C:3]=2[O:2][CH3:1])[CH2:10][CH2:11]1)[C:26]1[CH:31]=[CH:30][CH:29]=[CH:28][CH:27]=1. (4) Given the reactants Br[C:2]1[N:3]([CH2:20][CH:21]2[CH2:26][CH2:25][O:24][CH2:23][CH2:22]2)[C:4]2[C:9]([N:10]=1)=[C:8]([NH2:11])[N:7]=[C:6]([NH:12][CH2:13][CH:14]1[CH2:19][CH2:18][CH2:17][CH2:16][CH2:15]1)[N:5]=2.Cl.C([OH:32])CCC, predict the reaction product. The product is: [NH2:11][C:8]1[N:7]=[C:6]([NH:12][CH2:13][CH:14]2[CH2:19][CH2:18][CH2:17][CH2:16][CH2:15]2)[N:5]=[C:4]2[C:9]=1[NH:10][C:2](=[O:32])[N:3]2[CH2:20][CH:21]1[CH2:26][CH2:25][O:24][CH2:23][CH2:22]1. (5) Given the reactants [NH:1]1[C:9]2[C:4](=[CH:5][CH:6]=[CH:7][N:8]=2)[CH:3]=[CH:2]1.Cl.[CH3:11][NH:12][CH3:13].[CH2:14]=O, predict the reaction product. The product is: [CH3:11][N:12]([CH3:14])[CH2:13][C:3]1[C:4]2[C:9](=[N:8][CH:7]=[CH:6][CH:5]=2)[NH:1][CH:2]=1.